From a dataset of Forward reaction prediction with 1.9M reactions from USPTO patents (1976-2016). Predict the product of the given reaction. (1) Given the reactants [Cl:1][C:2]1[C:11]2[C:6](=[CH:7][C:8]([O:12][CH3:13])=[CH:9][CH:10]=2)[C:5](B(O)O)=[CH:4][N:3]=1.Br[C:18]1[S:19][CH:20]=[CH:21][N:22]=1.C(=O)([O-])[O-].[K+].[K+], predict the reaction product. The product is: [Cl:1][C:2]1[C:11]2[C:6](=[CH:7][C:8]([O:12][CH3:13])=[CH:9][CH:10]=2)[C:5]([C:18]2[S:19][CH:20]=[CH:21][N:22]=2)=[CH:4][N:3]=1. (2) Given the reactants Br[C:2]1[CH:3]=[CH:4][C:5]([O:16][CH3:17])=[C:6]([CH:15]=1)[CH2:7][CH:8]1[CH2:12][O:11][C:10]([CH3:14])([CH3:13])[O:9]1.[OH:18][C:19]1[CH:24]=[CH:23][CH:22]=[CH:21][N:20]=1.C(=O)([O-])[O-].[K+].[K+], predict the reaction product. The product is: [CH3:13][C:10]1([CH3:14])[O:9][CH:8]([CH2:7][C:6]2[CH:15]=[C:2]([N:20]3[CH:21]=[CH:22][CH:23]=[CH:24][C:19]3=[O:18])[CH:3]=[CH:4][C:5]=2[O:16][CH3:17])[CH2:12][O:11]1.